This data is from Full USPTO retrosynthesis dataset with 1.9M reactions from patents (1976-2016). The task is: Predict the reactants needed to synthesize the given product. (1) Given the product [NH2:2][CH2:1][C:3]1[CH:4]=[C:5]([CH:9]2[CH2:14][CH2:13][N:12]([C:15]([O:17][C:18]([CH3:21])([CH3:20])[CH3:19])=[O:16])[CH2:11][CH2:10]2)[CH:6]=[CH:7][CH:8]=1, predict the reactants needed to synthesize it. The reactants are: [C:1]([C:3]1[CH:4]=[C:5]([C:9]2[CH2:14][CH2:13][N:12]([C:15]([O:17][C:18]([CH3:21])([CH3:20])[CH3:19])=[O:16])[CH2:11][CH:10]=2)[CH:6]=[CH:7][CH:8]=1)#[N:2]. (2) Given the product [CH3:28][C:22]1[CH:23]=[C:24]([C:2]2[CH:3]=[C:4]([CH2:11][OH:12])[C:5]3[N:6]([N:8]=[CH:9][N:10]=3)[CH:7]=2)[NH:20][N:21]=1, predict the reactants needed to synthesize it. The reactants are: Br[C:2]1[CH:3]=[C:4]([CH2:11][OH:12])[C:5]2[N:6]([N:8]=[CH:9][N:10]=2)[CH:7]=1.C(OC([N:20]1[C:24](B(O)O)=[CH:23][C:22]([CH3:28])=[N:21]1)=O)(C)(C)C.C(Cl)Cl.C(=O)([O-])[O-].[Na+].[Na+]. (3) The reactants are: [Cl:1][C:2]1[CH:3]=[CH:4][C:5]([O:10][CH2:11][CH2:12][CH:13]2[CH2:18][CH2:17][O:16][CH2:15][CH2:14]2)=[C:6]([CH:9]=1)[CH:7]=[O:8].[BH4-].[Na+]. Given the product [Cl:1][C:2]1[CH:3]=[CH:4][C:5]([O:10][CH2:11][CH2:12][CH:13]2[CH2:14][CH2:15][O:16][CH2:17][CH2:18]2)=[C:6]([CH2:7][OH:8])[CH:9]=1, predict the reactants needed to synthesize it. (4) Given the product [CH3:1][O:2][CH2:3][CH2:4][O:5][C:6]1[CH:10]=[C:9]([C:11]([OH:13])=[O:12])[N:8]([CH3:15])[N:7]=1, predict the reactants needed to synthesize it. The reactants are: [CH3:1][O:2][CH2:3][CH2:4][O:5][C:6]1[CH:10]=[C:9]([C:11]([O:13]C)=[O:12])[N:8]([CH3:15])[N:7]=1.[OH-].[Na+]. (5) Given the product [F:12][C:13]1[CH:14]=[CH:15][C:16]([N+:26]([O-:28])=[O:27])=[C:17]([CH:25]=1)[O:18][C@H:19]1[CH2:23][CH2:22][C@H:21]([NH:24][C:1](=[O:3])[CH3:2])[CH2:20]1, predict the reactants needed to synthesize it. The reactants are: [C:1](Cl)(=[O:3])[CH3:2].FC(F)(F)C(O)=O.[F:12][C:13]1[CH:14]=[CH:15][C:16]([N+:26]([O-:28])=[O:27])=[C:17]([CH:25]=1)[O:18][C@H:19]1[CH2:23][CH2:22][C@H:21]([NH2:24])[CH2:20]1.CCN(C(C)C)C(C)C. (6) Given the product [CH3:1][O:2][C:3](/[CH:5]=[CH:6]/[C:7]1[CH:12]=[C:11]([CH3:13])[C:10]([C:14]2[NH:32][C:17]3[C:16]([CH:15]=2)=[CH:31][CH:30]=[C:19]([C:20]([O:22][CH2:23][C:24]2[CH:29]=[CH:28][CH:27]=[CH:26][CH:25]=2)=[O:21])[CH:18]=3)=[C:9]([CH3:35])[CH:8]=1)=[O:4], predict the reactants needed to synthesize it. The reactants are: [CH3:1][O:2][C:3](/[CH:5]=[CH:6]/[C:7]1[CH:12]=[C:11]([CH3:13])[C:10](/[CH:14]=[CH:15]/[C:16]2[CH:31]=[CH:30][C:19]([C:20]([O:22][CH2:23][C:24]3[CH:29]=[CH:28][CH:27]=[CH:26][CH:25]=3)=[O:21])=[CH:18][C:17]=2[N+:32]([O-])=O)=[C:9]([CH3:35])[CH:8]=1)=[O:4].P(OC)(OC)OC.